From a dataset of Full USPTO retrosynthesis dataset with 1.9M reactions from patents (1976-2016). Predict the reactants needed to synthesize the given product. (1) Given the product [C:11]([O:15][C:16]([NH:18][C:19]1[CH:24]=[CH:23][CH:22]=[CH:21][C:20]=1[C:5]1[N:4]=[CH:3][C:2]([Br:1])=[CH:10][C:6]=1[C:7]([NH2:28])=[O:9])=[O:17])([CH3:14])([CH3:12])[CH3:13], predict the reactants needed to synthesize it. The reactants are: [Br:1][C:2]1[CH:3]=[N:4][CH:5]=[C:6]([CH:10]=1)[C:7]([OH:9])=O.[C:11]([O:15][C:16]([NH:18][C:19]1[CH:24]=[CH:23][CH:22]=[CH:21][C:20]=1N)=[O:17])([CH3:14])([CH3:13])[CH3:12].[Cl-].C[NH+:28]1CCOCC1. (2) The reactants are: [NH2:1][C:2]1[CH:3]=[CH:4][C:5]([O:12][CH:13]([C:20]2[CH:25]=[CH:24][C:23]([C:26]([F:29])([F:28])[F:27])=[CH:22][CH:21]=2)[C:14]2[CH:19]=[CH:18][CH:17]=[CH:16][CH:15]=2)=[C:6]([CH:11]=1)[C:7]([O:9][CH3:10])=[O:8].[CH3:30][O:31][C:32]1[CH:33]=[C:34]([N:40]=[C:41]=[O:42])[CH:35]=[CH:36][C:37]=1[O:38][CH3:39]. Given the product [CH3:30][O:31][C:32]1[CH:33]=[C:34]([NH:40][C:41]([NH:1][C:2]2[CH:3]=[CH:4][C:5]([O:12][CH:13]([C:20]3[CH:21]=[CH:22][C:23]([C:26]([F:27])([F:28])[F:29])=[CH:24][CH:25]=3)[C:14]3[CH:19]=[CH:18][CH:17]=[CH:16][CH:15]=3)=[C:6]([CH:11]=2)[C:7]([O:9][CH3:10])=[O:8])=[O:42])[CH:35]=[CH:36][C:37]=1[O:38][CH3:39], predict the reactants needed to synthesize it. (3) Given the product [CH3:27][O:28][C:29]1[CH:30]=[CH:31][C:32]([S:35]([NH:1][C:2]2[CH:3]=[C:4]([C:8]3[N:13]=[C:12]4[S:14][C:15]([NH:17][C:18](=[O:20])[CH3:19])=[N:16][C:11]4=[CH:10][CH:9]=3)[CH:5]=[CH:6][CH:7]=2)(=[O:37])=[O:36])=[CH:33][CH:34]=1, predict the reactants needed to synthesize it. The reactants are: [NH2:1][C:2]1[CH:3]=[C:4]([C:8]2[N:13]=[C:12]3[S:14][C:15]([NH:17][C:18](=[O:20])[CH3:19])=[N:16][C:11]3=[CH:10][CH:9]=2)[CH:5]=[CH:6][CH:7]=1.N1C=CC=CC=1.[CH3:27][O:28][C:29]1[CH:34]=[CH:33][C:32]([S:35](Cl)(=[O:37])=[O:36])=[CH:31][CH:30]=1.CCOCC. (4) Given the product [Br:1][C:2]1[S:6][C:5]([CH3:7])=[C:4]([S:8]([NH:25][CH:22]2[CH2:23][CH2:24][S:19](=[O:27])(=[O:26])[CH2:20][CH2:21]2)(=[O:10])=[O:9])[CH:3]=1, predict the reactants needed to synthesize it. The reactants are: [Br:1][C:2]1[S:6][C:5]([CH3:7])=[C:4]([S:8](Cl)(=[O:10])=[O:9])[CH:3]=1.C(N(CC)CC)C.[S:19]1(=[O:27])(=[O:26])[CH2:24][CH2:23][CH:22]([NH2:25])[CH2:21][CH2:20]1. (5) Given the product [CH3:1][O:2][C:3]([C:5]1[N:15]([CH2:16][C:17]2[CH:18]=[CH:19][C:20]([F:23])=[CH:21][CH:22]=2)[C:8]2=[N:9][CH:10]=[C:11]([S:26]([CH3:31])(=[O:28])=[O:25])[N:12]=[C:7]2[CH:6]=1)=[O:4], predict the reactants needed to synthesize it. The reactants are: [CH3:1][O:2][C:3]([C:5]1[N:15]([CH2:16][C:17]2[CH:22]=[CH:21][C:20]([F:23])=[CH:19][CH:18]=2)[C:8]2=[N:9][CH:10]=[C:11](SC)[N:12]=[C:7]2[CH:6]=1)=[O:4].O[O:25][S:26]([O-:28])=O.[K+].O1CCC[CH2:31]1. (6) Given the product [Cl:13][C:14]1[CH:19]=[C:18]([C:2]2[C:7]([O:8][CH3:9])=[CH:6][CH:5]=[C:4]([CH2:10][OH:11])[C:3]=2[F:12])[CH:17]=[CH:16][CH:15]=1, predict the reactants needed to synthesize it. The reactants are: Br[C:2]1[C:3]([F:12])=[C:4]([CH2:10][OH:11])[CH:5]=[CH:6][C:7]=1[O:8][CH3:9].[Cl:13][C:14]1[CH:15]=[C:16](B(O)O)[CH:17]=[CH:18][CH:19]=1.C([O-])([O-])=O.[Na+].[Na+].C1(C)C=CC=CC=1. (7) Given the product [CH3:14][O:13][C:11]([N:1]1[C:9]2[C:4](=[CH:5][CH:6]=[CH:7][CH:8]=2)[CH2:3][CH2:2]1)=[O:12], predict the reactants needed to synthesize it. The reactants are: [NH:1]1[C:9]2[C:4](=[CH:5][CH:6]=[CH:7][CH:8]=2)[CH2:3][CH2:2]1.Cl[C:11]([O:13][CH3:14])=[O:12].C(N(CC)CC)C.